From a dataset of Full USPTO retrosynthesis dataset with 1.9M reactions from patents (1976-2016). Predict the reactants needed to synthesize the given product. (1) Given the product [Br:20][CH2:33][C:28]1[CH:29]=[CH:30][CH:31]=[CH:32][C:27]=1[O:26][Si:25]([C:22]([CH3:21])([CH3:23])[CH3:24])([CH3:34])[CH3:35], predict the reactants needed to synthesize it. The reactants are: CC(N=NC(C#N)(C)C)(C#N)C.C1C(=O)N([Br:20])C(=O)C1.[CH3:21][C:22]([Si:25]([CH3:35])([CH3:34])[O:26][C:27]1[CH:32]=[CH:31][CH:30]=[CH:29][C:28]=1[CH3:33])([CH3:24])[CH3:23]. (2) Given the product [Cl:1][CH2:2][CH2:3][CH2:4][CH2:5][C:6]#[C:7][CH:8]=[O:9], predict the reactants needed to synthesize it. The reactants are: [Cl:1][CH2:2][CH2:3][CH2:4][CH2:5][C:6]#[C:7][CH:8](OCC)[O:9]CC.O.